From a dataset of Catalyst prediction with 721,799 reactions and 888 catalyst types from USPTO. Predict which catalyst facilitates the given reaction. Reactant: Cl[C:2]1[N:10]=[CH:9][N:8]=[C:7]2[C:3]=1[N:4]=[CH:5][N:6]2[C@@H:11]1[O:18][C@H:17]([C:19]#[CH:20])[C@@H:16]2[C@H:12]1[O:13][C:14]([CH3:22])([CH3:21])[O:15]2.N[C@@H:24]1[CH2:28][CH2:27][CH2:26][C@H:25]1[OH:29].C(N(CC)CC)C. The catalyst class is: 8. Product: [C:19]([C@@H:17]1[C@@H:16]2[C@@H:12]([O:13][C:14]([CH3:22])([CH3:21])[O:15]2)[C@H:11]([N:6]2[CH:5]=[N:4][C:3]3[C:7]2=[N:8][CH:9]=[N:10][C:2]=3[CH:24]2[CH2:28][CH2:27][CH2:26][CH:25]2[OH:29])[O:18]1)#[CH:20].